From a dataset of Full USPTO retrosynthesis dataset with 1.9M reactions from patents (1976-2016). Predict the reactants needed to synthesize the given product. (1) Given the product [OH:1][CH2:2][C@@H:3]1[CH2:4][N:5]2[CH2:13][CH2:12][CH2:11][C@H:6]2[C:15](=[O:17])[NH:14]1, predict the reactants needed to synthesize it. The reactants are: [OH:1][CH2:2][C@@H:3]([NH:14][C:15]([O:17]CC1C=CC=CC=1)=O)[CH2:4][N:5]1[CH2:13][CH2:12][CH2:11][C@H:6]1C(OC)=O.[H][H]. (2) Given the product [CH2:13]([C:15]1[CH:20]=[CH:19][CH:18]=[C:17]([CH2:21][CH3:22])[C:16]=1[N:23]1[C:24](=[O:29])[CH:25]=[CH:26][C:27]1=[O:28])[CH3:14].[CH2:6]=[C:7]([CH3:9])[CH3:8], predict the reactants needed to synthesize it. The reactants are: C([O-])(=O)CCCC[CH2:6][C:7](C)([CH3:9])[CH3:8].[CH2:13]([C:15]1[CH:20]=[CH:19][CH:18]=[C:17]([CH2:21][CH3:22])[C:16]=1[N:23]1[C:27](=[O:28])[CH:26]=[CH:25][C:24]1=[O:29])[CH3:14].C=C(C)C. (3) Given the product [N+:32]([C:29]1[CH:30]=[CH:31][C:26]([CH2:25][O:24][C:22]([N:19]2[CH2:18][CH2:17][CH:16]([NH:15][C:14]([C:12]3[N:13]=[C:9]([N:7]4[CH2:6][CH:5]([S:4][C:57]5[C@H:58]([CH3:81])[C@@H:59]6[C@@H:76]([C@H:77]([OH:79])[CH3:78])[C:75](=[O:80])[N:60]6[C:61]=5[C:62]([O:64][CH2:65][C:66]5[CH:71]=[CH:70][C:69]([N+:72]([O-:74])=[O:73])=[CH:68][CH:67]=5)=[O:63])[CH2:8]4)[S:10][CH:11]=3)=[O:35])[CH2:21][CH2:20]2)=[O:23])=[CH:27][CH:28]=1)([O-:34])=[O:33], predict the reactants needed to synthesize it. The reactants are: C([S:4][CH:5]1[CH2:8][N:7]([C:9]2[S:10][CH:11]=[C:12]([C:14](=[O:35])[NH:15][CH:16]3[CH2:21][CH2:20][N:19]([C:22]([O:24][CH2:25][C:26]4[CH:31]=[CH:30][C:29]([N+:32]([O-:34])=[O:33])=[CH:28][CH:27]=4)=[O:23])[CH2:18][CH2:17]3)[N:13]=2)[CH2:6]1)(=O)C.C(O)(=O)C.NN.C1(P(O[C:57]2[C@H:58]([CH3:81])[C@H:59]3[C@@H:76]([C@H:77]([OH:79])[CH3:78])[C:75](=[O:80])[N:60]3[C:61]=2[C:62]([O:64][CH2:65][C:66]2[CH:71]=[CH:70][C:69]([N+:72]([O-:74])=[O:73])=[CH:68][CH:67]=2)=[O:63])(C2C=CC=CC=2)=O)C=CC=CC=1.C(N(C(C)C)CC)(C)C.C(=O)([O-])O.[Na+]. (4) Given the product [O:9]([C:10]1[C:11]([NH2:16])=[N:12][CH:13]=[CH:14][CH:15]=1)[C:8]1[CH:7]=[CH:20][CH:19]=[CH:18][CH:17]=1, predict the reactants needed to synthesize it. The reactants are: C([O-])(=O)C.[Na+].Br[C:7]1[CH:20]=[C:19](Br)[CH:18]=[CH:17][C:8]=1[O:9][C:10]1[C:11]([NH2:16])=[N:12][CH:13]=[CH:14][CH:15]=1.[H][H]. (5) Given the product [ClH:3].[Cl:24][CH2:20][C:7]1[N:8]([CH3:19])[C:9]([CH:13]([OH:18])[C:14]([F:17])([F:16])[F:15])=[CH:10][C:11](=[O:12])[C:6]=1[OH:5], predict the reactants needed to synthesize it. The reactants are: S(Cl)([Cl:3])=O.[OH:5][C:6]1[C:11](=[O:12])[CH:10]=[C:9]([CH:13]([OH:18])[C:14]([F:17])([F:16])[F:15])[N:8]([CH3:19])[C:7]=1[CH2:20]O.CO.[Cl:24]CCl. (6) The reactants are: [CH2:1]([CH:3]1[CH2:7][CH:6]([O:8][CH:9]2[CH2:14][CH2:13][O:12][CH2:11][CH2:10]2)[CH2:5][CH:4]1[C:15]1[N:19]2[C:20]3[CH:26]=[CH:25][N:24](S(C4C=CC(C)=CC=4)(=O)=O)[C:21]=3[N:22]=[CH:23][C:18]2=[N:17][N:16]=1)[CH3:2].[OH-].[Na+].Cl. Given the product [CH2:1]([C@@H:3]1[CH2:7][C@H:6]([O:8][CH:9]2[CH2:14][CH2:13][O:12][CH2:11][CH2:10]2)[CH2:5][C@@H:4]1[C:15]1[N:19]2[C:20]3[CH:26]=[CH:25][NH:24][C:21]=3[N:22]=[CH:23][C:18]2=[N:17][N:16]=1)[CH3:2], predict the reactants needed to synthesize it.